From a dataset of Full USPTO retrosynthesis dataset with 1.9M reactions from patents (1976-2016). Predict the reactants needed to synthesize the given product. (1) Given the product [O:31]=[C:24]([C:25]1[CH:30]=[CH:29][CH:28]=[CH:27][CH:26]=1)[C:32]([N:11]([C:2]1[CH:3]=[CH:4][C:5]2[CH2:6][CH2:7][CH2:8][CH2:9][C:10]=2[CH:1]=1)[CH2:12][CH2:13][C:14]1[CH:15]=[N:16][C:17]([C:20]([F:21])([F:22])[F:23])=[CH:18][CH:19]=1)=[O:33], predict the reactants needed to synthesize it. The reactants are: [CH:1]1[C:10]2[CH2:9][CH2:8][CH2:7][CH2:6][C:5]=2[CH:4]=[CH:3][C:2]=1[NH:11][CH2:12][CH2:13][C:14]1[CH:15]=[N:16][C:17]([C:20]([F:23])([F:22])[F:21])=[CH:18][CH:19]=1.[C:24]([C:32](O)=[O:33])(=[O:31])[C:25]1[CH:30]=[CH:29][CH:28]=[CH:27][CH:26]=1. (2) Given the product [CH:1]1([CH2:6][C@H:7]([CH2:8][C:9](=[O:10])[NH:36][O:35][CH2:34][C:28]2[CH:33]=[CH:32][CH:31]=[CH:30][CH:29]=2)[C:12]([N:13]2[C@H:17]([C:18]([NH:20][C:21]3[CH:26]=[CH:25][CH:24]=[CH:23][CH:22]=3)=[O:19])[CH2:16][CH:15]=[N:14]2)=[O:27])[CH2:2][CH2:3][CH2:4][CH2:5]1, predict the reactants needed to synthesize it. The reactants are: [CH:1]1([CH2:6][C@@H:7]([C:12](=[O:27])[N:13]2[CH:17]([C:18]([NH:20][C:21]3[CH:26]=[CH:25][CH:24]=[CH:23][CH:22]=3)=[O:19])[CH2:16][CH:15]=[N:14]2)[CH2:8][C:9](O)=[O:10])[CH2:5][CH2:4][CH2:3][CH2:2]1.[C:28]1([CH2:34][O:35][NH2:36])[CH:33]=[CH:32][CH:31]=[CH:30][CH:29]=1.CN1CCOCC1.N1C2C(=NC=CC=2)N(O)N=1.C(Cl)CCl. (3) Given the product [BrH:29].[BrH:29].[O:1]1[CH2:2][CH2:3][N:4]([C:7]2[CH:8]=[CH:9][C:10]([N:13]3[CH2:14][CH2:15][NH:16][CH2:20][CH2:19]3)=[CH:11][CH:12]=2)[CH2:5][CH2:6]1, predict the reactants needed to synthesize it. The reactants are: [O:1]1[CH2:6][CH2:5][N:4]([C:7]2[CH:12]=[CH:11][C:10]([NH:13][CH2:14][CH2:15][N:16]3[C:20](=O)[CH2:19]O[CH-]3)=[CH:9][CH:8]=2)[CH2:3][CH2:2]1.C(OC(C)C)(C)C.[BrH:29]. (4) Given the product [C:1]([O:5][C:6]([N:8]1[C@@H:13]([C@@H:14]([OH:24])[C@@H:15]([NH:23][C:40](=[O:42])[CH3:41])[CH2:16][C:17]2[CH:22]=[CH:21][CH:20]=[CH:19][CH:18]=2)[CH2:12][O:11][C@@H:10]([CH2:25][CH2:26][CH:27]2[CH2:32][CH2:31][CH2:30][CH2:29][CH2:28]2)[CH2:9]1)=[O:7])([CH3:4])([CH3:2])[CH3:3], predict the reactants needed to synthesize it. The reactants are: [C:1]([O:5][C:6]([N:8]1[C@@H:13]([C@@H:14]([OH:24])[C@@H:15]([NH2:23])[CH2:16][C:17]2[CH:22]=[CH:21][CH:20]=[CH:19][CH:18]=2)[CH2:12][O:11][C@@H:10]([CH2:25][CH2:26][CH:27]2[CH2:32][CH2:31][CH2:30][CH2:29][CH2:28]2)[CH2:9]1)=[O:7])([CH3:4])([CH3:3])[CH3:2].C(N(CC)CC)C.[C:40](OC(=O)C)(=[O:42])[CH3:41]. (5) Given the product [Cl:7][C:8]1[C:13]([N:1]2[CH:5]=[CH:4][C:3]([NH2:6])=[N:2]2)=[CH:12][CH:11]=[CH:10][N:9]=1, predict the reactants needed to synthesize it. The reactants are: [NH:1]1[CH:5]=[CH:4][C:3]([NH2:6])=[N:2]1.[Cl:7][C:8]1[C:13](F)=[CH:12][CH:11]=[CH:10][N:9]=1.C(=O)([O-])[O-].[K+].[K+]. (6) Given the product [CH2:22]([NH:1][CH2:2][CH2:3][C:4]1[N:8]([C@@H:9]2[CH2:18][C:17]3[C:12](=[C:13]([F:20])[CH:14]=[C:15]([F:19])[CH:16]=3)[O:11][CH2:10]2)[C:7](=[S:21])[NH:6][CH:5]=1)[C:23]1[CH:28]=[CH:27][CH:26]=[CH:25][CH:24]=1, predict the reactants needed to synthesize it. The reactants are: [NH2:1][CH2:2][CH2:3][C:4]1[N:8]([C@@H:9]2[CH2:18][C:17]3[C:12](=[C:13]([F:20])[CH:14]=[C:15]([F:19])[CH:16]=3)[O:11][CH2:10]2)[C:7](=[S:21])[NH:6][CH:5]=1.[CH:22](=O)[C:23]1[CH:28]=[CH:27][CH:26]=[CH:25][CH:24]=1.C([BH3-])#N.[Na+].